This data is from Peptide-MHC class I binding affinity with 185,985 pairs from IEDB/IMGT. The task is: Regression. Given a peptide amino acid sequence and an MHC pseudo amino acid sequence, predict their binding affinity value. This is MHC class I binding data. (1) The peptide sequence is NYLKNKKSM. The MHC is HLA-A02:03 with pseudo-sequence HLA-A02:03. The binding affinity (normalized) is 0.0355. (2) The peptide sequence is VSCDFNNGI. The MHC is HLA-B07:02 with pseudo-sequence HLA-B07:02. The binding affinity (normalized) is 0.115. (3) The peptide sequence is GLYRLNFRR. The MHC is HLA-B07:02 with pseudo-sequence HLA-B07:02. The binding affinity (normalized) is 0.0847. (4) The peptide sequence is KIDVVGIEW. The MHC is HLA-A69:01 with pseudo-sequence HLA-A69:01. The binding affinity (normalized) is 0.0847. (5) The peptide sequence is NVITDQTVNI. The MHC is HLA-A02:06 with pseudo-sequence HLA-A02:06. The binding affinity (normalized) is 0.154. (6) The peptide sequence is GMHDGTVGK. The MHC is HLA-A02:01 with pseudo-sequence HLA-A02:01. The binding affinity (normalized) is 0.0847. (7) The peptide sequence is MGFPSLATK. The MHC is HLA-A30:01 with pseudo-sequence HLA-A30:01. The binding affinity (normalized) is 0.574. (8) The peptide sequence is CTSSTCMMCY. The MHC is HLA-A24:02 with pseudo-sequence HLA-A24:02. The binding affinity (normalized) is 0.